Dataset: Forward reaction prediction with 1.9M reactions from USPTO patents (1976-2016). Task: Predict the product of the given reaction. Given the reactants [CH3:1][O:2][C:3]1[CH:4]=[C:5]([CH2:11][CH2:12][NH:13][C:14](=[O:27])[C:15]([C:20]2[CH:25]=[CH:24][C:23]([Cl:26])=[CH:22][CH:21]=2)=[CH:16]N(C)C)[CH:6]=[CH:7][C:8]=1[O:9][CH3:10].Cl.[O:29]1CCCC1, predict the reaction product. The product is: [CH3:1][O:2][C:3]1[CH:4]=[C:5]([CH2:11][CH2:12][NH:13][C:14](=[O:27])[C:15]([C:20]2[CH:25]=[CH:24][C:23]([Cl:26])=[CH:22][CH:21]=2)=[CH:16][OH:29])[CH:6]=[CH:7][C:8]=1[O:9][CH3:10].